From a dataset of Forward reaction prediction with 1.9M reactions from USPTO patents (1976-2016). Predict the product of the given reaction. (1) Given the reactants [Br:1][C:2]1[CH:7]=[CH:6][C:5]([NH:8][C:9]2[C:10]([C:20]([OH:22])=O)=[CH:11][C:12]3[N:16]([CH3:17])[CH:15]=[N:14][C:13]=3[C:18]=2[Cl:19])=[C:4](Cl)[CH:3]=1.COC(C1C(NC2C=CC(Br)=CC=2Cl)=C(Cl)C2[N:32]=CN(C)C=2C=1)=O.[OH-:48].[Na+].[ClH:50].[CH2:51]1[CH2:55]OCC1.[OH2:56], predict the reaction product. The product is: [OH:48][CH2:55][CH2:51][O:56][NH:32][C:20]([C:10]1[C:9]([NH:8][C:5]2[CH:4]=[CH:3][C:2]([Br:1])=[CH:7][C:6]=2[Cl:50])=[C:18]([Cl:19])[C:13]2[N:14]=[CH:15][N:16]([CH3:17])[C:12]=2[CH:11]=1)=[O:22]. (2) Given the reactants Cl[C:2]1[N:11]=[CH:10][C:9]2[C:4](=[CH:5][C:6]([O:18][CH3:19])=[C:7]([O:12][CH:13]3[CH2:17][CH2:16][CH2:15][CH2:14]3)[CH:8]=2)[N:3]=1.[NH2:20][C@H:21]1[CH2:26][CH2:25][C@H:24]([OH:27])[CH2:23][CH2:22]1, predict the reaction product. The product is: [CH:13]1([O:12][C:7]2[CH:8]=[C:9]3[C:4](=[CH:5][C:6]=2[O:18][CH3:19])[N:3]=[C:2]([NH:20][C@H:21]2[CH2:26][CH2:25][C@H:24]([OH:27])[CH2:23][CH2:22]2)[N:11]=[CH:10]3)[CH2:17][CH2:16][CH2:15][CH2:14]1. (3) Given the reactants [CH3:1][O:2][C:3]1[CH:12]=[CH:11][C:10]([C:13]2[CH:17]=[CH:16][S:15][CH:14]=2)=[CH:9][C:4]=1[C:5]([O:7]C)=[O:6].[OH-].[Li+], predict the reaction product. The product is: [CH3:1][O:2][C:3]1[CH:12]=[CH:11][C:10]([C:13]2[CH:17]=[CH:16][S:15][CH:14]=2)=[CH:9][C:4]=1[C:5]([OH:7])=[O:6]. (4) Given the reactants [O:1]=[C:2]1[N:7]([CH2:8][C:9]2[CH:10]=[C:11]([C:15]3[N:20]=[CH:19][C:18](/[CH:21]=[CH:22]\[CH2:23][NH:24]C(=O)OC(C)(C)C)=[CH:17][N:16]=3)[CH:12]=[CH:13][CH:14]=2)[N:6]=[C:5]([C:32]2[CH:37]=[C:36]([F:38])[C:35]([F:39])=[C:34]([F:40])[CH:33]=2)[CH:4]=[CH:3]1.FC(F)(F)C(O)=O, predict the reaction product. The product is: [NH2:24][CH2:23]/[CH:22]=[CH:21]/[C:18]1[CH:17]=[N:16][C:15]([C:11]2[CH:10]=[C:9]([CH:14]=[CH:13][CH:12]=2)[CH2:8][N:7]2[C:2](=[O:1])[CH:3]=[CH:4][C:5]([C:32]3[CH:37]=[C:36]([F:38])[C:35]([F:39])=[C:34]([F:40])[CH:33]=3)=[N:6]2)=[N:20][CH:19]=1. (5) The product is: [F:30][C:24]1[CH:25]=[C:26]([F:29])[CH:27]=[CH:28][C:23]=1[C:15]([OH:22])([CH2:16][N:17]1[CH:21]=[N:20][N:19]=[N:18]1)[C:14]([C:11]1[N:12]=[CH:13][C:8]([O:7][CH2:6][C:38]2[CH:45]=[CH:44][C:41]([C:42]#[N:43])=[C:40]([F:46])[CH:39]=2)=[CH:9][CH:10]=1)([F:32])[F:31]. Given the reactants ClC1C=CC([CH2:6][O:7][C:8]2[CH:9]=[CH:10][C:11]([C:14]([F:32])([F:31])[C:15]([C:23]3[CH:28]=[CH:27][C:26]([F:29])=[CH:25][C:24]=3[F:30])([OH:22])[CH2:16][N:17]3[CH:21]=[N:20][N:19]=[N:18]3)=[N:12][CH:13]=2)=C(F)C=1.BrC[C:38]1[CH:45]=[CH:44][C:41]([C:42]#[N:43])=[C:40]([F:46])[CH:39]=1, predict the reaction product. (6) Given the reactants [I:1][C:2]1[CH:3]=[N:4][NH:5][CH:6]=1.Br[CH2:8][C:9]([N:11]([CH3:13])[CH3:12])=[O:10].C(=O)([O-])[O-].[K+].[K+], predict the reaction product. The product is: [I:1][C:2]1[CH:3]=[N:4][N:5]([CH2:8][C:9]([N:11]([CH3:13])[CH3:12])=[O:10])[CH:6]=1. (7) Given the reactants [Cl:1][C:2]1[S:6][C:5]([CH2:7][NH:8][C:9]2[CH:14]=[CH:13][C:12]([NH:15][C:16](=[O:25])[CH2:17][C:18]3[CH:23]=[CH:22][C:21]([F:24])=[CH:20][CH:19]=3)=[C:11]([N+:26]([O-])=O)[CH:10]=2)=[CH:4][CH:3]=1.C(O)(=O)C, predict the reaction product. The product is: [NH2:26][C:11]1[CH:10]=[C:9]([NH:8][CH2:7][C:5]2[S:6][C:2]([Cl:1])=[CH:3][CH:4]=2)[CH:14]=[CH:13][C:12]=1[NH:15][C:16](=[O:25])[CH2:17][C:18]1[CH:19]=[CH:20][C:21]([F:24])=[CH:22][CH:23]=1.